From a dataset of Catalyst prediction with 721,799 reactions and 888 catalyst types from USPTO. Predict which catalyst facilitates the given reaction. (1) The catalyst class is: 10. Product: [CH3:33][C:28]1[CH:29]=[CH:30][CH:31]=[CH:32][C:27]=1[C:24]1[CH:23]=[CH:22][C:21]([C:19]([N:10]2[C:11]3[CH:18]=[CH:17][CH:16]=[CH:15][C:12]=3[CH2:13][N:14]3[C:5]([C:3]([NH:36][CH2:37][C:38]4[CH:39]=[N:40][CH:41]=[CH:42][CH:43]=4)=[O:4])=[CH:6][CH:7]=[C:8]3[CH2:9]2)=[O:20])=[CH:26][CH:25]=1. Reactant: ClC(Cl)(Cl)[C:3]([C:5]1[N:14]2[C:8]([CH2:9][N:10]([C:19]([C:21]3[CH:26]=[CH:25][C:24]([C:27]4[CH:32]=[CH:31][CH:30]=[CH:29][C:28]=4[CH3:33])=[CH:23][CH:22]=3)=[O:20])[C:11]3[CH:18]=[CH:17][CH:16]=[CH:15][C:12]=3[CH2:13]2)=[CH:7][CH:6]=1)=[O:4].[NH2:36][CH2:37][C:38]1[CH:39]=[N:40][CH:41]=[CH:42][CH:43]=1.CS(C)=O. (2) Reactant: [NH:1]1[CH2:4][CH:3]([C:5]([OH:7])=[O:6])[CH2:2]1.C([O-])([O-])=O.[Na+].[Na+].[CH3:14][N:15]([CH3:28])[C:16]([C:18]1[CH:19]=[C:20]([S:24](Cl)(=[O:26])=[O:25])[CH:21]=[CH:22][CH:23]=1)=[O:17]. Product: [CH3:14][N:15]([CH3:28])[C:16]([C:18]1[CH:19]=[C:20]([S:24]([N:1]2[CH2:4][CH:3]([C:5]([OH:7])=[O:6])[CH2:2]2)(=[O:26])=[O:25])[CH:21]=[CH:22][CH:23]=1)=[O:17]. The catalyst class is: 1. (3) Reactant: C([O:3][C:4]([CH:6]1[CH2:11][CH2:10][N:9]([C:12](=[O:38])[C:13]2[CH:18]=[CH:17][CH:16]=[C:15]([C@@H:19]([N:27]3[CH2:32][C@@H:31]([CH3:33])[N:30]([CH2:34][CH:35]=[CH2:36])[CH2:29][C@@H:28]3[CH3:37])[C:20]3[CH:25]=[CH:24][CH:23]=[C:22]([OH:26])[CH:21]=3)[CH:14]=2)[CH2:8][CH2:7]1)=[O:5])C.[OH-].[Na+].Cl.O. Product: [CH2:34]([N:30]1[C@H:31]([CH3:33])[CH2:32][N:27]([C@@H:19]([C:20]2[CH:25]=[CH:24][CH:23]=[C:22]([OH:26])[CH:21]=2)[C:15]2[CH:14]=[C:13]([CH:18]=[CH:17][CH:16]=2)[C:12]([N:9]2[CH2:8][CH2:7][CH:6]([C:4]([OH:5])=[O:3])[CH2:11][CH2:10]2)=[O:38])[C@@H:28]([CH3:37])[CH2:29]1)[CH:35]=[CH2:36]. The catalyst class is: 36. (4) Reactant: Cl[S:2]([C:5]1[CH:6]=[C:7]([CH:12]=[CH:13][C:14]=1[O:15][CH3:16])[C:8]([O:10][CH3:11])=[O:9])(=[O:4])=[O:3].N1C=CC=CC=1.[NH:23]1[CH2:28][CH2:27][O:26][CH2:25][CH2:24]1. Product: [CH3:16][O:15][C:14]1[CH:13]=[CH:12][C:7]([C:8]([O:10][CH3:11])=[O:9])=[CH:6][C:5]=1[S:2]([N:23]1[CH2:28][CH2:27][O:26][CH2:25][CH2:24]1)(=[O:4])=[O:3]. The catalyst class is: 91. (5) The catalyst class is: 582. Product: [NH2:19][C:16]1[CH:17]=[CH:18][C:13]([NH:12][C:10]([NH:9][CH2:8][CH2:7][N:4]2[CH2:3][CH2:2][O:1][CH2:6][CH2:5]2)=[O:11])=[C:14]([C:22]([F:25])([F:24])[F:23])[CH:15]=1. Reactant: [O:1]1[CH2:6][CH2:5][N:4]([CH2:7][CH2:8][NH:9][C:10]([NH:12][C:13]2[CH:18]=[CH:17][C:16]([N+:19]([O-])=O)=[CH:15][C:14]=2[C:22]([F:25])([F:24])[F:23])=[O:11])[CH2:3][CH2:2]1.